This data is from Full USPTO retrosynthesis dataset with 1.9M reactions from patents (1976-2016). The task is: Predict the reactants needed to synthesize the given product. Given the product [F:1][C:2]1[CH:3]=[CH:4][C:5]([CH3:9])=[C:6]([NH:7][C:10](=[O:12])[CH3:11])[CH:8]=1, predict the reactants needed to synthesize it. The reactants are: [F:1][C:2]1[CH:3]=[CH:4][C:5]([CH3:9])=[C:6]([CH:8]=1)[NH2:7].[C:10](OC(=O)C)(=[O:12])[CH3:11].